This data is from Peptide-MHC class I binding affinity with 185,985 pairs from IEDB/IMGT. The task is: Regression. Given a peptide amino acid sequence and an MHC pseudo amino acid sequence, predict their binding affinity value. This is MHC class I binding data. (1) The peptide sequence is YVIRDLAAM. The MHC is HLA-A26:01 with pseudo-sequence HLA-A26:01. The binding affinity (normalized) is 1.00. (2) The peptide sequence is FTNNKFTLS. The MHC is HLA-A02:06 with pseudo-sequence HLA-A02:06. The binding affinity (normalized) is 0.465. (3) The peptide sequence is RRLLKFRVE. The MHC is HLA-B08:01 with pseudo-sequence HLA-B08:01. The binding affinity (normalized) is 0.551. (4) The peptide sequence is RAVPPNPTI. The MHC is HLA-A11:01 with pseudo-sequence HLA-A11:01. The binding affinity (normalized) is 0.0847. (5) The peptide sequence is QYDDLHKKF. The MHC is HLA-B07:02 with pseudo-sequence HLA-B07:02. The binding affinity (normalized) is 0.0847. (6) The peptide sequence is YARNFLIPF. The MHC is HLA-B27:20 with pseudo-sequence HLA-B27:20. The binding affinity (normalized) is 0.441. (7) The peptide sequence is MLSHFHMNR. The MHC is HLA-A03:01 with pseudo-sequence HLA-A03:01. The binding affinity (normalized) is 0.635. (8) The peptide sequence is YRGEYRQSR. The MHC is HLA-A02:12 with pseudo-sequence HLA-A02:12. The binding affinity (normalized) is 0.0847. (9) The peptide sequence is RAWGRRLMI. The MHC is HLA-A01:01 with pseudo-sequence HLA-A01:01. The binding affinity (normalized) is 0.0847. (10) The peptide sequence is TLLESFLFY. The MHC is HLA-B07:02 with pseudo-sequence HLA-B07:02. The binding affinity (normalized) is 0.0847.